From a dataset of NCI-60 drug combinations with 297,098 pairs across 59 cell lines. Regression. Given two drug SMILES strings and cell line genomic features, predict the synergy score measuring deviation from expected non-interaction effect. (1) Drug 1: C1=CC(=C2C(=C1NCCNCCO)C(=O)C3=C(C=CC(=C3C2=O)O)O)NCCNCCO. Drug 2: C1C(C(OC1N2C=NC(=NC2=O)N)CO)O. Cell line: HCT116. Synergy scores: CSS=58.6, Synergy_ZIP=0.197, Synergy_Bliss=0.206, Synergy_Loewe=6.29, Synergy_HSA=8.28. (2) Drug 2: C(CN)CNCCSP(=O)(O)O. Drug 1: C(CCl)NC(=O)N(CCCl)N=O. Cell line: MALME-3M. Synergy scores: CSS=3.27, Synergy_ZIP=0.469, Synergy_Bliss=0.402, Synergy_Loewe=0.107, Synergy_HSA=-2.17. (3) Drug 1: C1C(C(OC1N2C=NC(=NC2=O)N)CO)O. Drug 2: B(C(CC(C)C)NC(=O)C(CC1=CC=CC=C1)NC(=O)C2=NC=CN=C2)(O)O. Cell line: HCC-2998. Synergy scores: CSS=31.6, Synergy_ZIP=-4.60, Synergy_Bliss=-5.91, Synergy_Loewe=-4.98, Synergy_HSA=-4.48. (4) Drug 1: COC1=C(C=C2C(=C1)N=CN=C2NC3=CC(=C(C=C3)F)Cl)OCCCN4CCOCC4. Drug 2: CC1CCC2CC(C(=CC=CC=CC(CC(C(=O)C(C(C(=CC(C(=O)CC(OC(=O)C3CCCCN3C(=O)C(=O)C1(O2)O)C(C)CC4CCC(C(C4)OC)OCCO)C)C)O)OC)C)C)C)OC. Cell line: CAKI-1. Synergy scores: CSS=56.2, Synergy_ZIP=-5.74, Synergy_Bliss=-2.78, Synergy_Loewe=4.50, Synergy_HSA=5.55. (5) Drug 1: C1=C(C(=O)NC(=O)N1)F. Drug 2: COC1=NC(=NC2=C1N=CN2C3C(C(C(O3)CO)O)O)N. Cell line: ACHN. Synergy scores: CSS=49.2, Synergy_ZIP=2.38, Synergy_Bliss=3.04, Synergy_Loewe=-5.12, Synergy_HSA=4.07. (6) Drug 1: CC(CN1CC(=O)NC(=O)C1)N2CC(=O)NC(=O)C2. Drug 2: CC(C)CN1C=NC2=C1C3=CC=CC=C3N=C2N. Cell line: ACHN. Synergy scores: CSS=34.1, Synergy_ZIP=-7.70, Synergy_Bliss=-1.65, Synergy_Loewe=-1.02, Synergy_HSA=-0.850.